From a dataset of Forward reaction prediction with 1.9M reactions from USPTO patents (1976-2016). Predict the product of the given reaction. Given the reactants C([N:8]1[CH2:13][C:12]([CH3:15])([CH3:14])[O:11][C:10](=[O:16])[CH:9]1[CH2:17][C:18]([NH:20][C:21]1[CH:26]=[CH:25][C:24]([CH:27]([CH3:29])[CH3:28])=[CH:23][CH:22]=1)=[O:19])C1C=CC=CC=1, predict the reaction product. The product is: [CH3:15][C:12]1([CH3:14])[CH2:13][NH:8][CH:9]([CH2:17][C:18]([NH:20][C:21]2[CH:26]=[CH:25][C:24]([CH:27]([CH3:28])[CH3:29])=[CH:23][CH:22]=2)=[O:19])[C:10](=[O:16])[O:11]1.